This data is from Full USPTO retrosynthesis dataset with 1.9M reactions from patents (1976-2016). The task is: Predict the reactants needed to synthesize the given product. (1) Given the product [CH:22]([C:20]1[N:21]=[C:17]([C:15]2[CH:2]=[C:1]([OH:3])[C:4]3[C:5](=[CH:6][C:7]([O:12][CH3:13])=[CH:8][C:9]=3[O:10][CH3:11])[N:14]=2)[S:18][CH:19]=1)([CH3:24])[CH3:23], predict the reactants needed to synthesize it. The reactants are: [C:1]([C:4]1[C:9]([O:10][CH3:11])=[CH:8][C:7]([O:12][CH3:13])=[CH:6][C:5]=1[NH:14][C:15]([C:17]1[S:18][CH:19]=[C:20]([CH:22]([CH3:24])[CH3:23])[N:21]=1)=O)(=[O:3])[CH3:2].C(C1N=C(C2C=C(O)C3C(=CC(OC)=CC=3)N=2)SC=1)(C)C. (2) The reactants are: Br[C:2]1[S:3][CH:4]=[C:5]([C:7]([NH:9][C:10]2[CH:11]=[N:12][N:13]([CH3:32])[C:14]=2[C@H:15]2[O:21][CH2:20][C@H:19]([O:22][CH3:23])[C@H:18]([NH:24]C(=O)OC(C)(C)C)[CH2:17][CH2:16]2)=[O:8])[N:6]=1.[F:33][C:34]1[CH:39]=[C:38]([O:40][CH3:41])[CH:37]=[C:36]([F:42])[C:35]=1B(O)O. Given the product [NH2:24][C@H:18]1[C@@H:19]([O:22][CH3:23])[CH2:20][O:21][C@H:15]([C:14]2[N:13]([CH3:32])[N:12]=[CH:11][C:10]=2[NH:9][C:7]([C:5]2[N:6]=[C:2]([C:35]3[C:34]([F:33])=[CH:39][C:38]([O:40][CH3:41])=[CH:37][C:36]=3[F:42])[S:3][CH:4]=2)=[O:8])[CH2:16][CH2:17]1, predict the reactants needed to synthesize it. (3) Given the product [Br:1][C:2]1[C:3]([O:24][CH3:23])=[C:4]([CH:8]=[C:9]([I:11])[CH:10]=1)[C:5]([O:7][CH3:13])=[O:6], predict the reactants needed to synthesize it. The reactants are: [Br:1][C:2]1[C:3](O)=[C:4]([CH:8]=[C:9]([I:11])[CH:10]=1)[C:5]([OH:7])=[O:6].[C:13](=O)([O-])[O-].[K+].[K+].CI.CN(C)[CH:23]=[O:24]. (4) Given the product [C:1]12([CH:11]=[O:12])[CH2:8][CH:7]3[CH2:6][CH:5]([CH2:4][CH:3]([CH2:9]3)[CH2:2]1)[CH2:10]2, predict the reactants needed to synthesize it. The reactants are: [C:1]12([CH2:11][OH:12])[CH2:10][CH:5]3[CH2:6][CH:7]([CH2:9][CH:3]([CH2:4]3)[CH2:2]1)[CH2:8]2.C1C=C[NH+]=CC=1.[O-][Cr](Cl)(=O)=O.O.